From a dataset of Full USPTO retrosynthesis dataset with 1.9M reactions from patents (1976-2016). Predict the reactants needed to synthesize the given product. The reactants are: C([O:3][C:4]([C:6]1[NH:7][CH:8]=[N:9][C:10]=1[C:11]([CH3:15])([CH3:14])[CH:12]=[CH2:13])=O)C.[H-].[Al+3].[Li+].[H-].[H-].[H-].O. Given the product [CH3:15][C:11]([C:10]1[N:9]=[CH:8][NH:7][C:6]=1[CH2:4][OH:3])([CH3:14])[CH:12]=[CH2:13], predict the reactants needed to synthesize it.